Dataset: Catalyst prediction with 721,799 reactions and 888 catalyst types from USPTO. Task: Predict which catalyst facilitates the given reaction. (1) Reactant: [CH2:1]([C@@H:8]([C@@H:21]([OH:50])[CH2:22][C@H:23]([CH2:37][C:38]1[CH:43]=[CH:42][C:41]([C:44]2[CH:49]=[CH:48][CH:47]=[CH:46][N:45]=2)=[CH:40][CH:39]=1)[NH:24][C:25](=[O:36])[C@H:26]([C:32]([CH3:35])([CH3:34])[CH3:33])[NH:27][C:28](=[O:31])[O:29][CH3:30])[NH:9][C:10](=[O:20])[C@@H:11]([NH:15][C:16](=[O:19])[O:17][CH3:18])[CH2:12]SC)[C:2]1[CH:7]=[CH:6][CH:5]=[CH:4][CH:3]=1.O[O:52][S:53]([O-:55])=O.[K+].[CH3:57]O. Product: [CH2:1]([C@@H:8]([C@@H:21]([OH:50])[CH2:22][C@H:23]([CH2:37][C:38]1[CH:43]=[CH:42][C:41]([C:44]2[CH:49]=[CH:48][CH:47]=[CH:46][N:45]=2)=[CH:40][CH:39]=1)[NH:24][C:25](=[O:36])[C@H:26]([C:32]([CH3:35])([CH3:34])[CH3:33])[NH:27][C:28](=[O:31])[O:29][CH3:30])[NH:9][C:10](=[O:20])[C@@H:11]([NH:15][C:16](=[O:19])[O:17][CH3:18])[CH2:12][S:53]([CH3:57])(=[O:55])=[O:52])[C:2]1[CH:3]=[CH:4][CH:5]=[CH:6][CH:7]=1. The catalyst class is: 6. (2) Reactant: Br[C:2]1[C:3]([Cl:13])=[CH:4][C:5]2[O:9][C:8](=[O:10])[N:7]([CH3:11])[C:6]=2[CH:12]=1.[CH3:14][C:15]1([CH3:31])[C:19]([CH3:21])([CH3:20])[O:18][B:17]([B:17]2[O:18][C:19]([CH3:21])([CH3:20])[C:15]([CH3:31])([CH3:14])[O:16]2)[O:16]1.C([O-])(=O)C.[K+].C(Cl)Cl. Product: [Cl:13][C:3]1[C:2]([B:17]2[O:18][C:19]([CH3:21])([CH3:20])[C:15]([CH3:31])([CH3:14])[O:16]2)=[CH:12][C:6]2[N:7]([CH3:11])[C:8](=[O:10])[O:9][C:5]=2[CH:4]=1. The catalyst class is: 75. (3) Reactant: [Li]CCCC.Br[C:7]1[CH:8]=[CH:9][C:10]([S:13][CH:14]2[CH2:18][CH2:17][CH2:16][CH2:15]2)=[N:11][CH:12]=1.[C:19](OC)(=[O:24])[C:20]([O:22][CH3:23])=[O:21].[NH4+].[Cl-]. Product: [CH:14]1([S:13][C:10]2[N:11]=[CH:12][C:7]([C:19](=[O:24])[C:20]([O:22][CH3:23])=[O:21])=[CH:8][CH:9]=2)[CH2:18][CH2:17][CH2:16][CH2:15]1. The catalyst class is: 27. (4) Reactant: [F:1][C:2]1[C:3]([NH:18][C@@H:19]2[CH2:24][CH2:23][CH2:22][N:21]([C:25](=[O:28])[CH:26]=[CH2:27])[CH2:20]2)=[N:4][C:5]([NH:8][C:9]2[CH:10]=[C:11]3[C:15](=[CH:16][CH:17]=2)[CH2:14][NH:13][CH2:12]3)=[N:6][CH:7]=1.[CH:29]([CH:31]1[CH2:36][CH2:35][N:34]([C:37]([O:39][C:40]([CH3:43])([CH3:42])[CH3:41])=[O:38])[CH2:33][CH2:32]1)=O.[BH3-]C#N.[Na+]. Product: [C:25]([N:21]1[CH2:22][CH2:23][CH2:24][C@@H:19]([NH:18][C:3]2[C:2]([F:1])=[CH:7][N:6]=[C:5]([NH:8][C:9]3[CH:10]=[C:11]4[C:15](=[CH:16][CH:17]=3)[CH2:14][N:13]([CH2:29][CH:31]3[CH2:36][CH2:35][N:34]([C:37]([O:39][C:40]([CH3:41])([CH3:43])[CH3:42])=[O:38])[CH2:33][CH2:32]3)[CH2:12]4)[N:4]=2)[CH2:20]1)(=[O:28])[CH:26]=[CH2:27]. The catalyst class is: 5. (5) The catalyst class is: 24. Product: [CH3:1][C:2]1[C:6]([C:7]2[CH:12]=[C:11]([NH2:13])[C:10]([NH:16][CH2:17][CH3:18])=[C:9]([I:25])[CH:8]=2)=[C:5]([CH3:26])[O:4][N:3]=1. Reactant: [CH3:1][C:2]1[C:6]([C:7]2[CH:12]=[C:11]([N+:13]([O-])=O)[C:10]([N:16](CC)[C:17](=O)[C:18](F)(F)F)=[C:9]([I:25])[CH:8]=2)=[C:5]([CH3:26])[O:4][N:3]=1.C[O-].[Na+].[OH-].[Na+].